Regression. Given a peptide amino acid sequence and an MHC pseudo amino acid sequence, predict their binding affinity value. This is MHC class I binding data. From a dataset of Peptide-MHC class I binding affinity with 185,985 pairs from IEDB/IMGT. (1) The peptide sequence is KVNTTIARY. The MHC is HLA-A29:02 with pseudo-sequence HLA-A29:02. The binding affinity (normalized) is 0.574. (2) The peptide sequence is LFQLIFFLT. The MHC is HLA-A30:02 with pseudo-sequence HLA-A30:02. The binding affinity (normalized) is 0.195. (3) The peptide sequence is FSAESRKL. The MHC is Mamu-A01 with pseudo-sequence Mamu-A01. The binding affinity (normalized) is 0.828. (4) The peptide sequence is NMAPEKVDF. The binding affinity (normalized) is 0.0847. The MHC is HLA-A02:03 with pseudo-sequence HLA-A02:03. (5) The peptide sequence is KILIKIPVTK. The MHC is HLA-A11:01 with pseudo-sequence HLA-A11:01. The binding affinity (normalized) is 0.622. (6) The peptide sequence is YVMCTGSFK. The MHC is HLA-A68:01 with pseudo-sequence HLA-A68:01. The binding affinity (normalized) is 0.811. (7) The peptide sequence is PYLFWLAAI. The MHC is HLA-B07:02 with pseudo-sequence HLA-B07:02. The binding affinity (normalized) is 0.